This data is from Merck oncology drug combination screen with 23,052 pairs across 39 cell lines. The task is: Regression. Given two drug SMILES strings and cell line genomic features, predict the synergy score measuring deviation from expected non-interaction effect. (1) Drug 1: CN(C)C(=N)N=C(N)N. Drug 2: COC1CC2CCC(C)C(O)(O2)C(=O)C(=O)N2CCCCC2C(=O)OC(C(C)CC2CCC(OP(C)(C)=O)C(OC)C2)CC(=O)C(C)C=C(C)C(O)C(OC)C(=O)C(C)CC(C)C=CC=CC=C1C. Cell line: NCIH1650. Synergy scores: synergy=12.3. (2) Drug 1: CS(=O)(=O)CCNCc1ccc(-c2ccc3ncnc(Nc4ccc(OCc5cccc(F)c5)c(Cl)c4)c3c2)o1. Drug 2: CCc1cnn2c(NCc3ccc[n+]([O-])c3)cc(N3CCCCC3CCO)nc12. Cell line: HT144. Synergy scores: synergy=18.0. (3) Drug 1: Cc1nc(Nc2ncc(C(=O)Nc3c(C)cccc3Cl)s2)cc(N2CCN(CCO)CC2)n1. Drug 2: CCC1(O)C(=O)OCc2c1cc1n(c2=O)Cc2cc3c(CN(C)C)c(O)ccc3nc2-1. Cell line: A2780. Synergy scores: synergy=33.4. (4) Drug 1: Cn1c(=O)n(-c2ccc(C(C)(C)C#N)cc2)c2c3cc(-c4cnc5ccccc5c4)ccc3ncc21. Drug 2: Cn1cc(-c2cnn3c(N)c(Br)c(C4CCCNC4)nc23)cn1. Cell line: A375. Synergy scores: synergy=84.9. (5) Drug 1: C=CCn1c(=O)c2cnc(Nc3ccc(N4CCN(C)CC4)cc3)nc2n1-c1cccc(C(C)(C)O)n1. Drug 2: COC1CC2CCC(C)C(O)(O2)C(=O)C(=O)N2CCCCC2C(=O)OC(C(C)CC2CCC(OP(C)(C)=O)C(OC)C2)CC(=O)C(C)C=C(C)C(O)C(OC)C(=O)C(C)CC(C)C=CC=CC=C1C. Cell line: SKMES1. Synergy scores: synergy=20.8. (6) Drug 1: O=S1(=O)NC2(CN1CC(F)(F)F)C1CCC2Cc2cc(C=CCN3CCC(C(F)(F)F)CC3)ccc2C1. Drug 2: CC1(c2nc3c(C(N)=O)cccc3[nH]2)CCCN1. Cell line: UWB1289. Synergy scores: synergy=-1.47. (7) Drug 1: CN1C(=O)C=CC2(C)C3CCC4(C)C(NC(=O)OCC(F)(F)F)CCC4C3CCC12. Drug 2: CCc1cnn2c(NCc3ccc[n+]([O-])c3)cc(N3CCCCC3CCO)nc12. Cell line: KPL1. Synergy scores: synergy=12.3.